This data is from Forward reaction prediction with 1.9M reactions from USPTO patents (1976-2016). The task is: Predict the product of the given reaction. Given the reactants [CH:1]([C:3]1[CH:30]=[CH:29][C:6]([C:7]([NH:9][C:10]2[CH:15]=[C:14]([C:16]3[S:17][CH:18]=[CH:19][CH:20]=3)[CH:13]=[CH:12][C:11]=2[NH:21][C:22](=[O:28])[O:23][C:24]([CH3:27])([CH3:26])[CH3:25])=[O:8])=[CH:5][CH:4]=1)=[O:2].[CH3:31][Mg]Br, predict the reaction product. The product is: [C:24]([O:23][C:22](=[O:28])[NH:21][C:11]1[CH:12]=[CH:13][C:14]([C:16]2[S:17][CH:18]=[CH:19][CH:20]=2)=[CH:15][C:10]=1[NH:9][C:7](=[O:8])[C:6]1[CH:5]=[CH:4][C:3]([CH:1]([OH:2])[CH3:31])=[CH:30][CH:29]=1)([CH3:26])([CH3:27])[CH3:25].